Dataset: Forward reaction prediction with 1.9M reactions from USPTO patents (1976-2016). Task: Predict the product of the given reaction. (1) Given the reactants [CH2:1]([O:8][C:9](=[O:27])[C@@:10]1([C:16](=[O:26])[NH:17][C:18]2[CH:23]=[C:22]([Cl:24])[CH:21]=[C:20]([Cl:25])[CH:19]=2)[CH2:14][C@@H:13]([OH:15])[CH2:12][NH:11]1)[C:2]1[CH:7]=[CH:6][CH:5]=[CH:4][CH:3]=1.N1C=CN=C1.[Si:33](Cl)([C:36]([CH3:39])([CH3:38])[CH3:37])([CH3:35])[CH3:34], predict the reaction product. The product is: [CH2:1]([O:8][C:9](=[O:27])[C@@:10]1([C:16](=[O:26])[NH:17][C:18]2[CH:23]=[C:22]([Cl:24])[CH:21]=[C:20]([Cl:25])[CH:19]=2)[CH2:14][C@@H:13]([O:15][Si:33]([C:36]([CH3:39])([CH3:38])[CH3:37])([CH3:35])[CH3:34])[CH2:12][NH:11]1)[C:2]1[CH:7]=[CH:6][CH:5]=[CH:4][CH:3]=1. (2) Given the reactants [CH:1]1([CH:7]([NH:17][C:18]2[CH:27]=[CH:26][C:21]([C:22]([O:24][CH3:25])=[O:23])=[CH:20][CH:19]=2)[C:8]2[CH:12]=[C:11]([CH:13]=[O:14])[S:10][C:9]=2[CH2:15][CH3:16])[CH2:6][CH2:5][CH2:4][CH2:3][CH2:2]1.[CH:28]([Mg]Br)([CH3:30])[CH3:29].O1CCCC1.[Cl-].[NH4+].CC(OI1(OC(C)=O)(OC(C)=O)OC(=O)C2C=CC=CC1=2)=O.S([O-])([O-])=O.[Na+].[Na+], predict the reaction product. The product is: [CH:1]1([CH:7]([NH:17][C:18]2[CH:27]=[CH:26][C:21]([C:22]([O:24][CH3:25])=[O:23])=[CH:20][CH:19]=2)[C:8]2[CH:12]=[C:11]([C:13](=[O:14])[CH:28]([CH3:30])[CH3:29])[S:10][C:9]=2[CH2:15][CH3:16])[CH2:6][CH2:5][CH2:4][CH2:3][CH2:2]1.